Dataset: Catalyst prediction with 721,799 reactions and 888 catalyst types from USPTO. Task: Predict which catalyst facilitates the given reaction. (1) Reactant: [OH:1][C:2]1[CH:11]=[C:10]([CH3:12])[C:9]2[C:4](=[CH:5][CH:6]=[CH:7][CH:8]=2)[C:3]=1[CH2:13][N:14]1[CH2:19][CH2:18][CH:17]([C:20]([O:22][CH2:23][CH3:24])=[O:21])[CH2:16][CH2:15]1.[CH:25]1(O)[CH2:30][CH2:29][CH2:28][CH2:27][CH2:26]1.C1C=CC(P(C2C=CC=CC=2)C2C=CC=CC=2)=CC=1.CC(OC(/N=N/C(OC(C)C)=O)=O)C. Product: [CH:25]1([O:1][C:2]2[CH:11]=[C:10]([CH3:12])[C:9]3[C:4](=[CH:5][CH:6]=[CH:7][CH:8]=3)[C:3]=2[CH2:13][N:14]2[CH2:19][CH2:18][CH:17]([C:20]([O:22][CH2:23][CH3:24])=[O:21])[CH2:16][CH2:15]2)[CH2:30][CH2:29][CH2:28][CH2:27][CH2:26]1. The catalyst class is: 1. (2) Reactant: [C:1]12([C:11](=[O:20])[CH2:12][S:13][CH2:14][C:15]3[S:16][CH:17]=[CH:18][CH:19]=3)[CH2:10][CH:5]3[CH2:6][CH:7]([CH2:9][CH:3]([CH2:4]3)[CH2:2]1)[CH2:8]2.C1C=C(Cl)C=C(C(OO)=[O:29])C=1. Product: [C:1]12([C:11](=[O:20])[CH2:12][S:13]([CH2:14][C:15]3[S:16][CH:17]=[CH:18][CH:19]=3)=[O:29])[CH2:10][CH:5]3[CH2:6][CH:7]([CH2:9][CH:3]([CH2:4]3)[CH2:2]1)[CH2:8]2. The catalyst class is: 2.